Task: Predict the reaction yield, written as a fraction of the theoretical maximum amount of product (1.0 means a 100% yield; for example, 0.34 means a 34% yield).. Dataset: Reaction yield outcomes from USPTO patents with 853,638 reactions (1) The reactants are [CH2:1]([O:8][C:9](=[O:29])[C:10]1[CH:25]=[C:24]([N+:26]([O-])=O)[CH:23]=[C:12]([C:13]([O:15][CH2:16][C:17]2[CH:22]=[CH:21][CH:20]=[CH:19][CH:18]=2)=[O:14])[CH:11]=1)[C:2]1[CH:7]=[CH:6][CH:5]=[CH:4][CH:3]=1.CCOCC. The catalyst is C(O)(=O)C.[Zn]. The product is [CH2:16]([O:15][C:13](=[O:14])[C:12]1[CH:23]=[C:24]([NH2:26])[CH:25]=[C:10]([C:9]([O:8][CH2:1][C:2]2[CH:7]=[CH:6][CH:5]=[CH:4][CH:3]=2)=[O:29])[CH:11]=1)[C:17]1[CH:22]=[CH:21][CH:20]=[CH:19][CH:18]=1. The yield is 0.220. (2) The reactants are [C:1]([C:5]1[N:10]=[C:9]([N:11]2[CH2:16][CH2:15][N:14]([CH2:17][CH2:18][CH2:19][CH2:20][NH2:21])[CH2:13][CH2:12]2)[CH:8]=[C:7]([C:22]([F:25])([F:24])[F:23])[N:6]=1)([CH3:4])([CH3:3])[CH3:2].C1N=CN([C:31]([N:33]2[CH:37]=N[CH:35]=[CH:34]2)=[O:32])C=1.C1[C:50]2[C:49]3[CH:48]=[C:47]([C:51]#[N:52])[CH:46]=[CH:45][C:44]=3[NH:43][C:42]=2CCN1. The catalyst is C(Cl)(Cl)Cl.CO. The product is [C:1]([C:5]1[N:10]=[C:9]([N:11]2[CH2:16][CH2:15][N:14]([CH2:17][CH2:18][CH2:19][CH2:20][NH:21][C:31]([N:33]3[CH2:34][CH2:35][C:42]4[NH:43][C:44]5[CH:45]=[CH:46][C:47]([C:51]#[N:52])=[CH:48][C:49]=5[C:50]=4[CH2:37]3)=[O:32])[CH2:13][CH2:12]2)[CH:8]=[C:7]([C:22]([F:24])([F:25])[F:23])[N:6]=1)([CH3:4])([CH3:2])[CH3:3]. The yield is 0.210. (3) The reactants are [Cl:1][C:2]1[CH:3]=[C:4]([NH:17][C:18]2[C:27]3[C:22](=[CH:23][CH:24]=[C:25]([NH2:28])[CH:26]=3)[N:21]=[CH:20][N:19]=2)[CH:5]=[CH:6][C:7]=1[O:8][CH2:9][C:10]1[CH:15]=[CH:14][CH:13]=[C:12]([F:16])[CH:11]=1.[Br:29][CH2:30]/[CH:31]=[CH:32]/[C:33](Cl)=[O:34].O. The catalyst is C1COCC1. The product is [Br:29][CH2:30]/[CH:31]=[CH:32]/[C:33]([NH:28][C:25]1[CH:26]=[C:27]2[C:22](=[CH:23][CH:24]=1)[N:21]=[CH:20][N:19]=[C:18]2[NH:17][C:4]1[CH:5]=[CH:6][C:7]([O:8][CH2:9][C:10]2[CH:15]=[CH:14][CH:13]=[C:12]([F:16])[CH:11]=2)=[C:2]([Cl:1])[CH:3]=1)=[O:34]. The yield is 0.600. (4) The reactants are [CH2:1]([O:8][C:9]1[C:14]([C:15]([NH:17][CH2:18][C:19]2[CH:24]=[CH:23][C:22]([F:25])=[CH:21][CH:20]=2)=[O:16])=[CH:13][N:12]=[C:11]([CH:26]=[O:27])[C:10]=1[O:28][CH3:29])[C:2]1[CH:7]=[CH:6][CH:5]=[CH:4][CH:3]=1.[OH-:30].[K+].II.S([O-])(O)=O.[Na+].[CH3:39]O. The catalyst is O. The product is [CH2:1]([O:8][C:9]1[C:14]([C:15](=[O:16])[NH:17][CH2:18][C:19]2[CH:20]=[CH:21][C:22]([F:25])=[CH:23][CH:24]=2)=[CH:13][N:12]=[C:11]([C:26]([O:30][CH3:39])=[O:27])[C:10]=1[O:28][CH3:29])[C:2]1[CH:7]=[CH:6][CH:5]=[CH:4][CH:3]=1. The yield is 0.850. (5) The reactants are O[CH2:2][CH2:3][N:4]1[CH2:8][CH2:7][CH2:6][C:5]1=[O:9].S(Cl)([Cl:12])=O. The catalyst is C(Cl)(Cl)Cl. The product is [Cl:12][CH2:2][CH2:3][N:4]1[CH2:8][CH2:7][CH2:6][C:5]1=[O:9]. The yield is 0.930. (6) The reactants are [CH2:1]([O:8][C:9]1[CH:10]=[C:11]([CH:34]=[CH:35][CH:36]=1)[C:12]([NH:14][C:15]1[CH:20]=[CH:19][CH:18]=[CH:17][C:16]=1[S:21]([NH:24][C:25]([O:27]C1C=CC=CC=1)=O)(=[O:23])=[O:22])=[O:13])[C:2]1[CH:7]=[CH:6][CH:5]=[CH:4][CH:3]=1.[CH2:37]([NH2:41])[CH2:38][CH2:39][CH3:40]. The catalyst is C1C=CC=CC=1.C(OCC)(=O)C. The product is [CH2:1]([O:8][C:9]1[CH:10]=[C:11]([CH:34]=[CH:35][CH:36]=1)[C:12]([NH:14][C:15]1[CH:20]=[CH:19][CH:18]=[CH:17][C:16]=1[S:21]([NH:24][C:25]([NH:41][CH2:37][CH2:38][CH2:39][CH3:40])=[O:27])(=[O:23])=[O:22])=[O:13])[C:2]1[CH:7]=[CH:6][CH:5]=[CH:4][CH:3]=1. The yield is 0.680. (7) The reactants are [CH:1]([C:4]1[C:8]([CH2:9][CH2:10][CH2:11][OH:12])=[CH:7][N:6]([C:13]2[CH:18]=[CH:17][C:16]([C:19]([F:22])([F:21])[F:20])=[CH:15][N:14]=2)[N:5]=1)([CH3:3])[CH3:2].[CH:23]1([N:29]2[CH:33]=[C:32]([CH2:34][C:35]([O:37]CC)=[O:36])[C:31](O)=[N:30]2)[CH2:28][CH2:27][CH2:26][CH2:25][CH2:24]1.C(P(CCCC)CCCC)CCC.N(C(N1CCCCC1)=O)=NC(N1CCCCC1)=O. The catalyst is O1CCCC1. The product is [CH:23]1([N:29]2[CH:33]=[C:32]([CH2:34][C:35]([OH:37])=[O:36])[C:31]([O:12][CH2:11][CH2:10][CH2:9][C:8]3[C:4]([CH:1]([CH3:3])[CH3:2])=[N:5][N:6]([C:13]4[CH:18]=[CH:17][C:16]([C:19]([F:21])([F:20])[F:22])=[CH:15][N:14]=4)[CH:7]=3)=[N:30]2)[CH2:24][CH2:25][CH2:26][CH2:27][CH2:28]1. The yield is 0.270.